From a dataset of Full USPTO retrosynthesis dataset with 1.9M reactions from patents (1976-2016). Predict the reactants needed to synthesize the given product. (1) Given the product [N:6]1[C:11]([C@H:21]2[CH2:20][C@@H:19]2[CH2:23][OH:22])=[CH:12][CH:13]=[C:14]2[CH2:18][CH2:17][CH2:16][C:15]=12, predict the reactants needed to synthesize it. The reactants are: [F-].C([N+:6]([CH2:15][CH2:16][CH2:17][CH3:18])([CH2:11][CH2:12][CH2:13][CH3:14])CCCC)CCC.[CH2:19]1[CH2:23][O:22][CH2:21][CH2:20]1. (2) Given the product [CH2:14]([C:11]1[CH:12]=[CH:13][C:8]([C:5]2[CH:6]=[CH:7][C:2]([B:21]([OH:24])[OH:22])=[CH:3][CH:4]=2)=[CH:9][CH:10]=1)[CH2:15][CH2:16][CH2:17][CH3:18], predict the reactants needed to synthesize it. The reactants are: Br[C:2]1[CH:7]=[CH:6][C:5]([C:8]2[CH:13]=[CH:12][C:11]([CH2:14][CH2:15][CH2:16][CH2:17][CH3:18])=[CH:10][CH:9]=2)=[CH:4][CH:3]=1.II.[B:21](OC)([O:24]C)[O:22]C.Cl. (3) The reactants are: S(Cl)(Cl)=O.[O:5]=[C:6]1[NH:11][C@H:10]([C:12]([OH:14])=[O:13])[CH2:9][CH2:8][CH2:7]1.[CH2:15](O)[CH3:16]. Given the product [CH2:15]([O:13][C:12]([C@@H:10]1[CH2:9][CH2:8][CH2:7][C:6](=[O:5])[NH:11]1)=[O:14])[CH3:16], predict the reactants needed to synthesize it. (4) Given the product [CH2:1]([O:3][C:4](=[O:30])[CH2:5][N:6]1[CH2:7][CH2:8][CH:9]([C:12]2[N:20]=[C:19]3[N:14]([C:15]([NH:33][CH2:34][CH2:35][NH:36][C:37]4[CH:44]=[CH:43][C:40]([C:41]#[N:42])=[CH:39][N:38]=4)=[N:16][C:17]([C:21]4[CH:26]=[CH:25][C:24]([Cl:27])=[CH:23][C:22]=4[Cl:28])=[CH:18]3)[N:13]=2)[CH2:10][CH2:11]1)[CH3:2], predict the reactants needed to synthesize it. The reactants are: [CH2:1]([O:3][C:4](=[O:30])[CH2:5][N:6]1[CH2:11][CH2:10][CH:9]([C:12]2[N:20]=[C:19]3[N:14]([C:15](Cl)=[N:16][C:17]([C:21]4[CH:26]=[CH:25][C:24]([Cl:27])=[CH:23][C:22]=4[Cl:28])=[CH:18]3)[N:13]=2)[CH2:8][CH2:7]1)[CH3:2].Cl.Cl.[NH2:33][CH2:34][CH2:35][NH:36][C:37]1[CH:44]=[CH:43][C:40]([C:41]#[N:42])=[CH:39][N:38]=1.C(N(CC)C(C)C)(C)C.